Dataset: Forward reaction prediction with 1.9M reactions from USPTO patents (1976-2016). Task: Predict the product of the given reaction. (1) The product is: [CH2:1]([C:3]1[CH:4]=[C:5]([C:11]2[CH:16]=[CH:15][C:14]([C:17](=[O:19])[CH2:18][C:26]#[N:25])=[CH:13][CH:12]=2)[CH:6]=[CH:7][C:8]=1[O:9][CH3:10])[CH3:2]. Given the reactants [CH2:1]([C:3]1[CH:4]=[C:5]([C:11]2[CH:16]=[CH:15][C:14]([C:17](=[O:19])[CH3:18])=[CH:13][CH:12]=2)[CH:6]=[CH:7][C:8]=1[O:9][CH3:10])[CH3:2].FC(F)(F)C(O[NH:25][C:26](=O)C(F)(F)F)=O.CCOC(C)=O, predict the reaction product. (2) Given the reactants [C:1]([O:5][C:6]([N:8]1[CH2:13][CH2:12][N:11]([C:14]2[CH:19]=[CH:18][CH:17]=[CH:16][C:15]=2[CH:20]2[CH2:25][C:24]([CH3:27])([CH3:26])[CH2:23][C:22]([CH3:29])([CH3:28])[CH2:21]2)[CH2:10][CH2:9]1)=[O:7])([CH3:4])([CH3:3])[CH3:2].C([O-])(=O)C.[Na+].[Br:35]Br.S([O-])([O-])(=O)=S.[Na+].[Na+], predict the reaction product. The product is: [C:1]([O:5][C:6]([N:8]1[CH2:9][CH2:10][N:11]([C:14]2[CH:19]=[CH:18][C:17]([Br:35])=[CH:16][C:15]=2[CH:20]2[CH2:25][C:24]([CH3:27])([CH3:26])[CH2:23][C:22]([CH3:29])([CH3:28])[CH2:21]2)[CH2:12][CH2:13]1)=[O:7])([CH3:4])([CH3:2])[CH3:3]. (3) The product is: [CH:20]1([CH2:26][CH2:27][CH2:28][CH2:29][O:30][C:31](=[O:32])[NH:10][C@@H:9]2[CH2:8][NH:7][C:6]2=[O:5])[CH2:25][CH2:24][CH2:23][CH2:22][CH2:21]1. Given the reactants C([O-])(=O)C.[O:5]=[C:6]1[C@H:9]([NH3+:10])[CH2:8][NH:7]1.CCN(C(C)C)C(C)C.[CH:20]1([CH2:26][CH2:27][CH2:28][CH2:29][O:30][C:31](N2C=CC=CC2=O)=[O:32])[CH2:25][CH2:24][CH2:23][CH2:22][CH2:21]1, predict the reaction product. (4) Given the reactants [C:1]1([CH:8]=[CH:7][C:5]([OH:6])=[CH:4][CH:3]=1)[OH:2].[C:9]([O:12][CH:13]([CH3:17])COC)(=[O:11])[CH3:10], predict the reaction product. The product is: [C:5]([OH:11])(=[O:6])[CH:7]=[CH2:8].[C:9]1(=[O:11])[O:12][CH2:13][CH2:17][CH2:3][CH2:1][CH2:10]1.[C:5]1(=[O:6])[O:2][C:1](=[O:11])[CH2:3][CH2:4]1. (5) Given the reactants [NH2:1][C:2]1[CH:7]=[CH:6][C:5]([C:8]([OH:17])([C:13]([F:16])([F:15])[F:14])[C:9]([F:12])([F:11])[F:10])=[CH:4][CH:3]=1.[Cl:18][C:19]1[CH:26]=[C:25]([Cl:27])[CH:24]=[CH:23][C:20]=1[CH:21]=O.C(O)(=O)C.C([BH3-])#N.[Na+], predict the reaction product. The product is: [Cl:18][C:19]1[CH:26]=[C:25]([Cl:27])[CH:24]=[CH:23][C:20]=1[CH2:21][NH:1][C:2]1[CH:3]=[CH:4][C:5]([C:8]([OH:17])([C:9]([F:10])([F:11])[F:12])[C:13]([F:14])([F:15])[F:16])=[CH:6][CH:7]=1. (6) Given the reactants [CH3:1][O:2][C:3]1[CH:12]=[C:11]2[C:6]([CH:7]=[C:8]([C:26]3[CH:31]=[CH:30][N:29]=[C:28]([NH:32][CH3:33])[N:27]=3)[CH:9]=[C:10]2[N:13]2[CH2:18][CH2:17][N:16](C(OC(C)(C)C)=O)[CH2:15][CH2:14]2)=[CH:5][CH:4]=1.[ClH:34], predict the reaction product. The product is: [ClH:34].[CH3:1][O:2][C:3]1[CH:12]=[C:11]2[C:6](=[CH:5][CH:4]=1)[CH:7]=[C:8]([C:26]1[CH:31]=[CH:30][N:29]=[C:28]([NH:32][CH3:33])[N:27]=1)[CH:9]=[C:10]2[N:13]1[CH2:14][CH2:15][NH:16][CH2:17][CH2:18]1. (7) Given the reactants [CH3:1][C:2]1[N:3]([C:8]2[CH:12]=[CH:11][NH:10][N:9]=2)[C:4]([CH3:7])=[CH:5][CH:6]=1.C(=O)([O-])[O-].[Cs+].[Cs+].N1C2C(=CC=CC=2O)C=CC=1.[F:30][C:31]1[CH:36]=[CH:35][CH:34]=[C:33](I)[CH:32]=1, predict the reaction product. The product is: [CH3:7][C:4]1[N:3]([C:8]2[CH:12]=[CH:11][N:10]([C:33]3[CH:34]=[CH:35][CH:36]=[C:31]([F:30])[CH:32]=3)[N:9]=2)[C:2]([CH3:1])=[CH:6][CH:5]=1. (8) Given the reactants Cl[C:2]1[N:7]2[CH:8]=[CH:9][N:10]=[C:6]2[N:5]=[C:4]([Cl:11])[CH:3]=1.Cl.[CH3:13][C@@H:14]1[CH2:19][CH2:18][N:17]([C:20](=[O:24])[CH2:21][C:22]#[N:23])[CH2:16][C@@H:15]1[NH:25][CH3:26].C(=O)([O-])O.[Na+].O, predict the reaction product. The product is: [Cl:11][C:4]1[CH:3]=[C:2]([N:25]([CH3:26])[C@@H:15]2[C@H:14]([CH3:13])[CH2:19][CH2:18][N:17]([C:20](=[O:24])[CH2:21][C:22]#[N:23])[CH2:16]2)[N:7]2[CH:8]=[CH:9][N:10]=[C:6]2[N:5]=1. (9) The product is: [Cl:11][C:12]1[CH:17]=[CH:16][N:15]=[C:14]([C:18]([CH:20]2[CH2:22][CH2:21]2)=[O:19])[C:13]=1[O:23][CH:24]([F:25])[F:26]. Given the reactants C(Cl)(=O)C(Cl)=O.CS(C)=O.[Cl:11][C:12]1[CH:17]=[CH:16][N:15]=[C:14]([CH:18]([CH:20]2[CH2:22][CH2:21]2)[OH:19])[C:13]=1[O:23][CH:24]([F:26])[F:25].C(N(CC)CC)C, predict the reaction product. (10) Given the reactants FC(F)(F)[C:3]1[CH:4]=[C:5]([N:9]2[CH2:14][CH2:13][N:12]([CH2:15][CH2:16][N:17]3[C:26](=[O:27])[C:25]4[C:20](=[CH:21][CH:22]=[CH:23][CH:24]=4)[N:19]=[CH:18]3)[CH2:11][CH2:10]2)[CH:6]=[CH:7][CH:8]=1.[C:30]1(C)C=CC=CC=1N1CCNCC1, predict the reaction product. The product is: [C:4]1([CH3:30])[CH:3]=[CH:8][CH:7]=[CH:6][C:5]=1[N:9]1[CH2:10][CH2:11][N:12]([CH2:15][CH2:16][N:17]2[C:26](=[O:27])[C:25]3[C:20](=[CH:21][CH:22]=[CH:23][CH:24]=3)[N:19]=[CH:18]2)[CH2:13][CH2:14]1.